Dataset: Reaction yield outcomes from USPTO patents with 853,638 reactions. Task: Predict the reaction yield, written as a fraction of the theoretical maximum amount of product (1.0 means a 100% yield; for example, 0.34 means a 34% yield). (1) The reactants are [N:1]1[C:10]2[C:5](=[CH:6][C:7]([C:11]([OH:13])=[O:12])=[CH:8][CH:9]=2)[CH:4]=[CH:3][CH:2]=1.S(Cl)(Cl)=O.[CH3:18]O. No catalyst specified. The product is [N:1]1[C:10]2[C:5](=[CH:6][C:7]([C:11]([O:13][CH3:18])=[O:12])=[CH:8][CH:9]=2)[CH:4]=[CH:3][CH:2]=1. The yield is 0.750. (2) The reactants are [CH3:1][NH:2][CH2:3][C:4]1[C:12]2[C:7](=[C:8]([CH3:13])[CH:9]=[CH:10][CH:11]=2)[N:6]([CH3:14])[C:5]=1[CH3:15].CCN([CH2:21][CH3:22])CC.[OH2:23].[CH2:24](Cl)Cl. No catalyst specified. The product is [CH3:1][N:2]([CH2:3][C:4]1[C:12]2[C:7](=[C:8]([CH3:13])[CH:9]=[CH:10][CH:11]=2)[N:6]([CH3:14])[C:5]=1[CH3:15])[C:24](=[O:23])[CH:21]=[CH2:22]. The yield is 0.970. (3) The product is [I:1][C:2]1[C:7]([O:8][CH2:15][CH2:14][C:11]2[CH:12]=[CH:13][S:9][CH:10]=2)=[CH:6][CH:5]=[CH:4][N:3]=1. The yield is 0.900. The reactants are [I:1][C:2]1[C:7]([OH:8])=[CH:6][CH:5]=[CH:4][N:3]=1.[S:9]1[CH:13]=[CH:12][C:11]([CH2:14][CH2:15]O)=[CH:10]1.C1(P(C2C=CC=CC=2)C2C=CC=CC=2)C=CC=CC=1.O1CCCC1.N(C(OC(C)C)=O)=NC(OC(C)C)=O. No catalyst specified. (4) The reactants are [OH:1][N:2]=[C:3]([O:5][CH2:6][CH3:7])[CH3:4].[H-].[Na+].Cl[C:11]1[N:16]([C:17]2[CH:22]=[C:21]([O:23][C:24]3[CH:29]=[CH:28][CH:27]=[CH:26][C:25]=3[N+:30]([O-:32])=[O:31])[C:20]([Cl:33])=[CH:19][C:18]=2[F:34])[C:15](=[O:35])[CH:14]=[C:13]([C:36]([F:39])([F:38])[F:37])[N:12]=1.O. The catalyst is O1CCCC1. The product is [Cl:33][C:20]1[C:21]([O:23][C:24]2[CH:29]=[CH:28][CH:27]=[CH:26][C:25]=2[N+:30]([O-:32])=[O:31])=[CH:22][C:17]([N:16]2[C:15](=[O:35])[CH:14]=[C:13]([C:36]([F:38])([F:39])[F:37])[N:12]=[C:11]2[O:1][N:2]=[C:3]([O:5][CH2:6][CH3:7])[CH3:4])=[C:18]([F:34])[CH:19]=1. The yield is 0.850. (5) The reactants are Cl[C:2]1[CH:3]=[CH:4][C:5]([N+:9]([O-:11])=[O:10])=[C:6]([NH2:8])[CH:7]=1.[N:12]1([CH2:18][CH2:19][NH2:20])[CH2:17][CH2:16][O:15][CH2:14][CH2:13]1.C([O-])([O-])=O.[K+].[K+].O. The catalyst is CN(C=O)C. The product is [N:12]1([CH2:18][CH2:19][NH:20][C:2]2[CH:3]=[CH:4][C:5]([N+:9]([O-:11])=[O:10])=[C:6]([NH2:8])[CH:7]=2)[CH2:17][CH2:16][O:15][CH2:14][CH2:13]1. The yield is 0.200. (6) The product is [N:31]1[C:40]2[C:35](=[CH:36][C:37]([CH2:41][N:2]3[C:3](=[O:10])[C:4]4[C:9](=[CH:8][CH:7]=[CH:6][CH:5]=4)[C:1]3=[O:11])=[CH:38][CH:39]=2)[CH:34]=[CH:33][CH:32]=1. The reactants are [C:1]1(=[O:11])[C:9]2[C:4](=[CH:5][CH:6]=[CH:7][CH:8]=2)[C:3](=[O:10])[NH:2]1.C1(P(C2C=CC=CC=2)C2C=CC=CC=2)C=CC=CC=1.[N:31]1[C:40]2[C:35](=[CH:36][C:37]([CH2:41]O)=[CH:38][CH:39]=2)[CH:34]=[CH:33][CH:32]=1.N(/C(OC(C)C)=O)=N\C(OC(C)C)=O. The catalyst is C1COCC1. The yield is 0.950. (7) The reactants are [F:1][C:2]1[CH:7]=[CH:6][C:5]([C:8]2[CH:16]=[C:15]3[C:11]([CH:12]=[CH:13][N:14]3[C:17]([O:19][C:20]([CH3:23])([CH3:22])[CH3:21])=[O:18])=[CH:10][CH:9]=2)=[CH:4][CH:3]=1.[Br:24]N1C(=O)CCC1=O. The catalyst is C1COCC1.CCOCC. The product is [Br:24][C:12]1[C:11]2[C:15](=[CH:16][C:8]([C:5]3[CH:4]=[CH:3][C:2]([F:1])=[CH:7][CH:6]=3)=[CH:9][CH:10]=2)[N:14]([C:17]([O:19][C:20]([CH3:23])([CH3:22])[CH3:21])=[O:18])[CH:13]=1. The yield is 0.570.